This data is from Reaction yield outcomes from USPTO patents with 853,638 reactions. The task is: Predict the reaction yield, written as a fraction of the theoretical maximum amount of product (1.0 means a 100% yield; for example, 0.34 means a 34% yield). (1) The reactants are [Br:1][C:2]1[NH:6][CH:5]=[C:4]([C:7]([O:9][CH3:10])=[O:8])[CH:3]=1.[H-].[Na+].C1OCCOCCOCCOCCOC1.[CH3:28][S:29]([C:32]1[CH:33]=[C:34]([S:38](Cl)(=[O:40])=[O:39])[CH:35]=[CH:36][CH:37]=1)(=[O:31])=[O:30]. No catalyst specified. The product is [Br:1][C:2]1[N:6]([S:38]([C:34]2[CH:35]=[CH:36][CH:37]=[C:32]([S:29]([CH3:28])(=[O:31])=[O:30])[CH:33]=2)(=[O:40])=[O:39])[CH:5]=[C:4]([C:7]([O:9][CH3:10])=[O:8])[CH:3]=1. The yield is 0.920. (2) The reactants are Cl[CH2:2][C:3]1[N:8]=[C:7]([C:9]2[CH:14]=[CH:13][CH:12]=[CH:11][N:10]=2)[NH:6][C:5](=[O:15])[CH:4]=1.[CH:16]1([C:21]2([CH2:29][CH2:30][C:31]3[CH:36]=[CH:35][C:34]([O:37][CH3:38])=[CH:33][CH:32]=3)[O:26][C:25](=[O:27])[CH2:24][C:23](=[O:28])[CH2:22]2)[CH2:20][CH2:19][CH2:18][CH2:17]1. The yield is 0.110. The product is [CH:16]1([C:21]2([CH2:29][CH2:30][C:31]3[CH:36]=[CH:35][C:34]([O:37][CH3:38])=[CH:33][CH:32]=3)[O:26][C:25](=[O:27])[C:24]([CH2:2][C:3]3[N:8]=[C:7]([C:9]4[CH:14]=[CH:13][CH:12]=[CH:11][N:10]=4)[NH:6][C:5](=[O:15])[CH:4]=3)=[C:23]([OH:28])[CH2:22]2)[CH2:20][CH2:19][CH2:18][CH2:17]1. No catalyst specified. (3) The reactants are [CH3:1][C:2]([C:7]1[CH:12]=[CH:11][CH:10]=[CH:9][CH:8]=1)([CH3:6])[C:3](O)=[O:4].CSC.B.CO.O. The yield is 0.770. The catalyst is C1COCC1. The product is [CH3:6][C:2]([C:7]1[CH:12]=[CH:11][CH:10]=[CH:9][CH:8]=1)([CH3:1])[CH2:3][OH:4]. (4) The reactants are [NH2:1][C:2]1[CH:6]=[CH:5][NH:4][C:3]=1[C:7]([O:9][CH2:10][CH3:11])=[O:8].[F:12][C:13]([F:33])([F:32])[O:14][C:15]1[CH:31]=[CH:30][C:18]2[NH:19][C:20]([S:22][C:23]3[O:27][C:26]([CH:28]=O)=[CH:25][CH:24]=3)=[N:21][C:17]=2[CH:16]=1.[C:34]1(=O)[CH2:39][CH2:38][CH2:37][C:36](=[O:40])[CH2:35]1. The catalyst is C(O)CCC. The product is [CH2:10]([O:9][C:7]([C:3]1[NH:4][CH:5]=[C:6]2[CH:28]([C:26]3[O:27][C:23]([S:22][C:20]4[NH:19][C:18]5[CH:30]=[CH:31][C:15]([O:14][C:13]([F:32])([F:33])[F:12])=[CH:16][C:17]=5[N:21]=4)=[CH:24][CH:25]=3)[C:35]3[C:36](=[O:40])[CH2:37][CH2:38][CH2:39][C:34]=3[NH:1][C:2]=12)=[O:8])[CH3:11]. The yield is 0.360. (5) The reactants are O[C:2]([CH3:26])([CH3:25])[CH2:3][CH2:4][CH2:5][CH2:6][CH2:7][CH2:8][C:9]1[CH:14]=[CH:13][C:12]([C@@H:15]2[CH2:24][CH2:23][C@@:17]3([NH:21][C:20](=[O:22])[O:19][CH2:18]3)[CH2:16]2)=[CH:11][CH:10]=1.[O-]S([O-])(=O)=O.[Na+].[Na+]. The catalyst is C1(C)C=CC=CC=1.CO.O.S([O-])([O-])(=O)=O.[Cu+2].[OH-].[OH-].[Pd+2]. The product is [CH3:25][CH:2]([CH3:26])[CH2:3][CH2:4][CH2:5][CH2:6][CH2:7][CH2:8][C:9]1[CH:10]=[CH:11][C:12]([C@@H:15]2[CH2:24][CH2:23][C@@:17]3([NH:21][C:20](=[O:22])[O:19][CH2:18]3)[CH2:16]2)=[CH:13][CH:14]=1. The yield is 0.546. (6) The reactants are [H-].[H-].[H-].[H-].[Li+].[Al+3].C([O:9][C:10](=O)[C:11]([CH3:39])([CH3:38])[CH2:12][CH2:13][CH2:14][CH2:15][CH2:16][CH:17]([O:31][CH:32]1[CH2:37][CH2:36][CH2:35][CH2:34][O:33]1)[CH2:18][CH2:19][CH2:20][CH2:21][CH2:22][C:23]([CH3:30])([CH3:29])[C:24](OCC)=[O:25])C.O.[OH-].[Na+]. The catalyst is CC(OC)(C)C. The product is [CH3:38][C:11]([CH3:39])([CH2:12][CH2:13][CH2:14][CH2:15][CH2:16][CH:17]([O:31][CH:32]1[CH2:37][CH2:36][CH2:35][CH2:34][O:33]1)[CH2:18][CH2:19][CH2:20][CH2:21][CH2:22][C:23]([CH3:29])([CH3:30])[CH2:24][OH:25])[CH2:10][OH:9]. The yield is 0.900. (7) The reactants are [CH:1]1([N:4]2[C:8]3[C:9]([O:33][C@@H:34]([C@@H:36]4[CH2:40][C:39](=[O:41])[NH:38][CH2:37]4)[CH3:35])=[N:10][C:11]([C:13]4[CH:18]=[CH:17][C:16]([N:19]5[CH2:24][CH:23]6[CH2:25][CH:21]([N:22]6C(OC(C)(C)C)=O)[CH2:20]5)=[CH:15][CH:14]=4)=[CH:12][C:7]=3[N:6]=[CH:5]2)[CH2:3][CH2:2]1.FC(F)(F)C(O)=O.C([O-])(O)=O.[Na+]. The catalyst is ClCCl. The product is [CH:23]12[CH2:25][CH:21]([NH:22]1)[CH2:20][N:19]([C:16]1[CH:15]=[CH:14][C:13]([C:11]3[N:10]=[C:9]([O:33][C@@H:34]([C@H:36]4[CH2:37][NH:38][C:39](=[O:41])[CH2:40]4)[CH3:35])[C:8]4[N:4]([CH:1]5[CH2:3][CH2:2]5)[CH:5]=[N:6][C:7]=4[CH:12]=3)=[CH:18][CH:17]=1)[CH2:24]2. The yield is 0.710.